Dataset: Catalyst prediction with 721,799 reactions and 888 catalyst types from USPTO. Task: Predict which catalyst facilitates the given reaction. (1) Reactant: [N+:1]([C:4]1[CH:9]=[CH:8][CH:7]=[CH:6][C:5]=1[S:10](Cl)(=[O:12])=[O:11])([O-:3])=[O:2].[CH3:14][O:15][C:16]1[N:21]=[CH:20][C:19]([NH2:22])=[CH:18][C:17]=1[CH3:23].N1C=CC=CC=1. Product: [CH3:14][O:15][C:16]1[N:21]=[CH:20][C:19]([NH:22][S:10]([C:5]2[CH:6]=[CH:7][CH:8]=[CH:9][C:4]=2[N+:1]([O-:3])=[O:2])(=[O:12])=[O:11])=[CH:18][C:17]=1[CH3:23]. The catalyst class is: 12. (2) Reactant: C(I)I.[Zn](CC)[CH2:5]C.C(OC([N:16]1[C:40]2[C:35](=[CH:36][CH:37]=[C:38]([Cl:41])[CH:39]=2)[C:18]2([CH:23]([C:24]3[CH:29]=[CH:28][CH:27]=[C:26]([Cl:30])[CH:25]=3)[CH2:22][C:21](=[O:31])[NH:20][CH:19]2[C:32]([CH3:34])=[CH2:33])[C:17]1=[O:42])=O)(C)(C)C. Product: [Cl:41][C:38]1[CH:39]=[C:40]2[NH:16][C:17](=[O:42])[C:18]3([CH:23]([C:24]4[CH:29]=[CH:28][CH:27]=[C:26]([Cl:30])[CH:25]=4)[CH2:22][C:21](=[O:31])[NH:20][CH:19]3[C:32]3([CH3:33])[CH2:5][CH2:34]3)[C:35]2=[CH:36][CH:37]=1. The catalyst class is: 11. (3) Reactant: Cl.[CH2:2]([O:4][C:5]1[CH:6]=[C:7]2[C:12](=[C:13]3[CH2:17][C:16]([CH3:19])([CH3:18])[O:15][C:14]=13)[C:11]([C:20]1[CH:28]=[CH:27][C:23]([C:24](O)=[O:25])=[C:22]([NH:29][C:30]([C:32]3[CH:37]=[CH:36][CH:35]=[CH:34][N:33]=3)=[O:31])[CH:21]=1)=[N:10][C:9]([CH3:39])([CH3:38])[CH2:8]2)[CH3:3].C1C=C2[N:46]=NN([O-])C2=CC=1.[NH4+].C(N(CC)CC)C.Cl.C(N=C=NCCCN(C)C)C. Product: [NH2:46][C:24]([C:23]1[CH:27]=[CH:28][C:20]([C:11]2[C:12]3[C:7](=[CH:6][C:5]([O:4][CH2:2][CH3:3])=[C:14]4[O:15][C:16]([CH3:18])([CH3:19])[CH2:17][C:13]4=3)[CH2:8][C:9]([CH3:39])([CH3:38])[N:10]=2)=[CH:21][C:22]=1[NH:29][C:30]([C:32]1[CH:37]=[CH:36][CH:35]=[CH:34][N:33]=1)=[O:31])=[O:25]. The catalyst class is: 9. (4) Reactant: [C:1]([O:10]C)(=O)[C:2]1[C:3](=[CH:5][CH:6]=[CH:7][CH:8]=1)[SH:4].[C:12]([C:14]1[CH:19]=[C:18]([C:20]#[N:21])[CH:17]=[CH:16][N:15]=1)#[N:13].C(N(CC)CC)C. Product: [C:20]([C:18]1[CH:17]=[CH:16][N:15]=[C:14]([C:12]2[S:4][C:3]3[CH:5]=[CH:6][CH:7]=[CH:8][C:2]=3[C:1](=[O:10])[N:13]=2)[CH:19]=1)#[N:21]. The catalyst class is: 11. (5) Reactant: [C:1]([C:4]1[C:5]([NH2:11])=[C:6]([NH2:10])[CH:7]=[CH:8][CH:9]=1)([OH:3])=[O:2].[CH3:12][C:13]1[C:14]([N:18]=[C:19]=[S:20])=[CH:15][S:16][CH:17]=1.C(Cl)Cl.CO. Product: [NH2:11][C:5]1[C:4]([C:1]([OH:3])=[O:2])=[CH:9][CH:8]=[CH:7][C:6]=1[NH:10][C:19]([NH:18][C:14]1[C:13]([CH3:12])=[CH:17][S:16][CH:15]=1)=[S:20]. The catalyst class is: 1. (6) Reactant: C([N:8]1[CH2:12][C@H:11]2[C:13]3[CH:14]=[CH:15][C:16]([CH3:22])=[C:17]([Cl:21])[C:18]=3[CH2:19][O:20][C@@:10]2([CH3:23])[CH2:9]1)C1C=CC=CC=1.ClC(OC(Cl)C)=O.CO. Product: [ClH:21].[Cl:21][C:17]1[C:18]2[CH2:19][O:20][C@:10]3([CH3:23])[C@H:11]([C:13]=2[CH:14]=[CH:15][C:16]=1[CH3:22])[CH2:12][NH:8][CH2:9]3. The catalyst class is: 11. (7) Reactant: [CH2:1]([C:3]1([CH2:18][CH3:19])[CH2:8][CH2:7][C:6]([C:9]2[CH:14]=[CH:13][C:12]([O:15][CH3:16])=[CH:11][C:10]=2[NH2:17])=[CH:5][CH2:4]1)[CH3:2].Cl.Cl[CH2:22][CH2:23][NH:24][CH2:25][CH2:26]Cl. Product: [CH2:18]([C:3]1([CH2:1][CH3:2])[CH2:8][CH2:7][C:6]([C:9]2[CH:14]=[CH:13][C:12]([O:15][CH3:16])=[CH:11][C:10]=2[N:17]2[CH2:26][CH2:25][NH:24][CH2:23][CH2:22]2)=[CH:5][CH2:4]1)[CH3:19]. The catalyst class is: 262. (8) Reactant: CC(C[AlH]CC(C)C)C.[F:10][C:11]1[CH:16]=[CH:15][C:14]([C:17]2[CH:25]=[CH:24][CH:23]=[C:22]3[C:18]=2[C:19]([C:29](OC)=[O:30])=[N:20][N:21]3[CH:26]([CH3:28])[CH3:27])=[CH:13][CH:12]=1. Product: [F:10][C:11]1[CH:12]=[CH:13][C:14]([C:17]2[CH:25]=[CH:24][CH:23]=[C:22]3[C:18]=2[C:19]([CH2:29][OH:30])=[N:20][N:21]3[CH:26]([CH3:27])[CH3:28])=[CH:15][CH:16]=1. The catalyst class is: 2.